Dataset: Forward reaction prediction with 1.9M reactions from USPTO patents (1976-2016). Task: Predict the product of the given reaction. (1) Given the reactants Cl[C:2]1[N:7]=[CH:6][N:5]=[C:4]([C:8]([O:10][CH2:11][CH3:12])=[O:9])[CH:3]=1.Cl.[NH2:14][C:15]1[CH:16]=[C:17]2[C:30](=[CH:31][CH:32]=1)[CH2:29][C:19]1([C:27]3[C:22](=[N:23][CH:24]=[CH:25][CH:26]=3)[NH:21][C:20]1=[O:28])[CH2:18]2, predict the reaction product. The product is: [O:28]=[C:20]1[NH:21][C:22]2=[N:23][CH:24]=[CH:25][CH:26]=[C:27]2[C:19]21[CH2:18][C:17]1[C:30](=[CH:31][CH:32]=[C:15]([NH:14][C:2]3[N:7]=[CH:6][N:5]=[C:4]([C:8]([O:10][CH2:11][CH3:12])=[O:9])[CH:3]=3)[CH:16]=1)[CH2:29]2. (2) The product is: [Cl:1][C:2]1[N:7]=[C:6]([NH:16][C:13]2[CH:12]=[C:11]([CH3:10])[NH:15][N:14]=2)[C:5]([CH3:9])=[CH:4][N:3]=1. Given the reactants [Cl:1][C:2]1[N:7]=[C:6](Cl)[C:5]([CH3:9])=[CH:4][N:3]=1.[CH3:10][C:11]1[NH:15][N:14]=[C:13]([NH2:16])[CH:12]=1.CCN(C(C)C)C(C)C, predict the reaction product. (3) Given the reactants [H-].[Na+].[C:3]([C:5]1[CH:10]=[CH:9][C:8]([C@@:11]2([CH3:22])[C:15](=[O:16])[N:14]([CH2:17][C:18]([OH:20])=[O:19])[C:13](=[O:21])[NH:12]2)=[CH:7][CH:6]=1)#[N:4].[CH2:23](Br)[C:24]1[CH:29]=[CH:28][CH:27]=[CH:26][CH:25]=1, predict the reaction product. The product is: [C:3]([C:5]1[CH:6]=[CH:7][C:8]([C@@:11]2([CH3:22])[C:15](=[O:16])[N:14]([CH2:17][C:18]([O:20][CH2:23][C:24]3[CH:29]=[CH:28][CH:27]=[CH:26][CH:25]=3)=[O:19])[C:13](=[O:21])[N:12]2[CH2:3][C:5]2[CH:10]=[CH:9][CH:8]=[CH:7][CH:6]=2)=[CH:9][CH:10]=1)#[N:4].